Dataset: Drug-target binding data from BindingDB using Ki measurements. Task: Regression. Given a target protein amino acid sequence and a drug SMILES string, predict the binding affinity score between them. We predict pKi (pKi = -log10(Ki in M); higher means stronger inhibition). Dataset: bindingdb_ki. (1) The compound is COc1ccc2[nH]cc(CCNC(C)=O)c2c1. The target protein (P48040) has sequence MAGRLWGSPGGTPKGNGSSALLNVSQAAPGAGDGVRPRPSWLAATLASILIFTIVVDIVGNLLVVLSVYRNKKLRNAGNVFVVSLAVADLLVAVYPYPLALASIVNNGWSLSSLHCQLSGFLMGLSVIGSVFSITGIAINRYCCICHSLRYGKLYSGTNSLCYVFLIWTLTLVAIVPNLCVGTLQYDPRIYSCTFTQSVSSAYTIAVVVFHFIVPMLVVVFCYLRIWALVLQVRWKVKPDNKPKLKPQDFRNFVTMFVVFVLFAICWAPLNFIGLVVASDPASMAPRIPEWLFVASYYMAYFNSCLNAIIYGLLNQNFRQEYRKIIVSLCTTKMFFVDSSNHVADRIKRKPSPLIANHNLIKVDSV. The pKi is 9.5. (2) The drug is CNCC[C@H](Oc1cccc2ccccc12)c1cccs1. The target is MLLARMKPQVQPELGGADQ. The pKi is 8.4. (3) The drug is C/C(=C\C(C)/C=C/C(=O)NO)C(=O)c1ccc(N(C)C)cc1. The target protein sequence is ATGTGLVYVDAFTRFHCLWDASHPECPARVSTVMEMLETEGLLGRCVQVEARAVTEDELLLVHTKEYVELMKSTQNMTEEELKTLAEKYDSVYLHPGFFSSACLSVGSVLQLVDKVMTSQLRNGFSINRPPGHHAQADKMNGFCMFNNLAIAARYAQKRHRVQRVLIVDWDVHHGQGIQYIFEEDPSVLYFSVHRYEDGSFWPHLKESDSSSVGSGAGQGYNINLPWNKVGMESGDYITAFQQLLLPVAYEFQPQLVLVAAGFDAVIGDPKGGMQVSPECFSILTHMLKGVAQGRLVLALEGGYNLQSTAEGVCASMRSLLGDPCPHLPSSGAPCESALKSISKTISDLYPFWKSLQTFE. The pKi is 8.3. (4) The drug is Nc1cncc(C(=O)O)c1. The target protein sequence is MDTVRIAVVGAGVIGLSTAACVSQLVPRCSVTVISDRFTPDTTSNVAAGMLIPPTYPDTPVPTLKRWFRETFQHLSEIARSAEAVDAGIHLVSGWQIFRSVPTEEVPFWADVVLGFREMTEAELKRFPQYEFGQAFTTLKCETSAYLPWLEKRIKGSGGLLLTRRIEDLWELQPSFDIVVNCSGLGSRRLVGDATVSPVRGQVLQAQAPWVKHFIRDGGGLTYVYPGTSYVTLGGSRQTGDWNLSPDAELSREIFSRCCALEPSLHRACDIKEKVGLRPSRPGVRLQKEILVRGEQRLPVVHNYGHGSGGISVHWGSALEATRLVMECVHTLRTPASLSKL. The pKi is 5.2. (5) The small molecule is COC(=O)[C@@H]1C[C@H](OC(C)=O)C(=O)[C@H]2[C@@]1(C)CC[C@H]1C(=O)O[C@H](c3ccoc3)C[C@]21C. The pKi is 7.1. The target protein sequence is MDSPIQIFRGEPGPTCAPSACLPPNSSAWFPGWAEPDSNGSAGSEDAQLEPAHISPAIPVIITAVYSVVFVVGLVGNSLVMFVIIRYTKMKTATNIYIFNLALADALVTTTMPFQSTVYLMNSWPFGDVLCKIVISIDYYNMFTSIFTLTMMSVDRYIAVCHPVKALDFRTPLKAKIINICIWLLSSSVGISAIVLGGTKVREDVDVIECSLQFPDDDYSWWDLFMKICVFIFAFVIPVLIIIVCYTLMILRLKSVRLLSGSREKDRNLRRITRLVLVVVAVFVVCWTPIHIFILVEALGSTSHSTAALSSYYFCIALGFTNSSLNPILYAFLDENFKRCFRDFCFPLKMRMERQSTSRVRNTVQDPAYLRDIDGMNKPV.